This data is from Catalyst prediction with 721,799 reactions and 888 catalyst types from USPTO. The task is: Predict which catalyst facilitates the given reaction. (1) The catalyst class is: 2. Product: [F:10][C:7]([F:8])([F:9])[C:6]([N:41]1[CH2:40][CH2:39][CH:38]([N:36]2[CH:37]=[C:33]([C:30]3[CH:31]=[N:32][C:27]([C:23]4[CH:24]=[CH:25][CH:26]=[C:21]([C:19]5[CH:18]=[N:17][N:16]([CH3:15])[CH:20]=5)[CH:22]=4)=[N:28][CH:29]=3)[CH:34]=[N:35]2)[CH2:43][CH2:42]1)=[O:11]. Reactant: [F:8][C:7]([F:10])([F:9])[C:6](O[C:6](=[O:11])[C:7]([F:10])([F:9])[F:8])=[O:11].Cl.[CH3:15][N:16]1[CH:20]=[C:19]([C:21]2[CH:22]=[C:23]([C:27]3[N:32]=[CH:31][C:30]([C:33]4[CH:34]=[N:35][N:36]([CH:38]5[CH2:43][CH2:42][NH:41][CH2:40][CH2:39]5)[CH:37]=4)=[CH:29][N:28]=3)[CH:24]=[CH:25][CH:26]=2)[CH:18]=[N:17]1. (2) Reactant: [NH2:1][C:2]1[N:3]=[C:4]([OH:19])[C:5]2[CH2:11][N:10]([C:12]([O:14][C:15]([CH3:18])([CH3:17])[CH3:16])=[O:13])[CH2:9][CH2:8][C:6]=2[N:7]=1.C(N(CC)CC)C.[C:27]1([CH3:37])[CH:32]=[CH:31][C:30]([S:33](Cl)(=[O:35])=[O:34])=[CH:29][CH:28]=1.O. Product: [NH2:1][C:2]1[N:3]=[C:4]([O:19][S:33]([C:30]2[CH:31]=[CH:32][C:27]([CH3:37])=[CH:28][CH:29]=2)(=[O:35])=[O:34])[C:5]2[CH2:11][N:10]([C:12]([O:14][C:15]([CH3:16])([CH3:18])[CH3:17])=[O:13])[CH2:9][CH2:8][C:6]=2[N:7]=1. The catalyst class is: 154. (3) Reactant: [H-].[Na+].[Br-].[CH:4]1([P+](C2C=CC=CC=2)(C2C=CC=CC=2)C2C=CC=CC=2)[CH2:6][CH2:5]1.[CH3:26][O:27][C:28]([C:30]1[CH:35]=[CH:34][C:33]([CH:36]=O)=[CH:32][CH:31]=1)=[O:29].O. Product: [C:4]1(=[CH:36][C:33]2[CH:34]=[CH:35][C:30]([C:28]([O:27][CH3:26])=[O:29])=[CH:31][CH:32]=2)[CH2:6][CH2:5]1. The catalyst class is: 7. (4) Reactant: [F:1][C:2]1[CH:26]=[CH:25][C:24]([F:27])=[CH:23][C:3]=1[CH2:4][O:5][CH:6]1[CH2:11][CH2:10][N:9]([S:12](/[CH:15]=[CH:16]/[C:17]2[CH:22]=[CH:21][CH:20]=[CH:19][CH:18]=2)(=[O:14])=[O:13])[CH2:8][CH2:7]1.[NH2:28][OH:29].CCOC(C)=O. Product: [F:1][C:2]1[CH:26]=[CH:25][C:24]([F:27])=[CH:23][C:3]=1[CH2:4][O:5][CH:6]1[CH2:7][CH2:8][N:9]([S:12]([CH2:15][CH:16]([NH:28][OH:29])[C:17]2[CH:22]=[CH:21][CH:20]=[CH:19][CH:18]=2)(=[O:13])=[O:14])[CH2:10][CH2:11]1. The catalyst class is: 20.